This data is from Full USPTO retrosynthesis dataset with 1.9M reactions from patents (1976-2016). The task is: Predict the reactants needed to synthesize the given product. (1) Given the product [N:1]1([C:16]([O:18][C:19]([CH3:22])([CH3:21])[CH3:20])=[O:17])[CH2:8][CH2:7][CH2:6][C@H:2]1[C:3]([OH:5])=[O:4], predict the reactants needed to synthesize it. The reactants are: [NH:1]1[CH2:8][CH2:7][CH2:6][C@H:2]1[C:3]([OH:5])=[O:4].C(N(CC)CC)C.[C:16](N=[N+]=[N-])([O:18][C:19]([CH3:22])([CH3:21])[CH3:20])=[O:17].C(Cl)(Cl)Cl.CO. (2) Given the product [Br:12][C:4]1[CH:5]=[C:6]([CH:14]([O:17][CH3:18])[O:15][CH3:16])[Se:7][CH:3]=1, predict the reactants needed to synthesize it. The reactants are: C([C:3]1[Se:7][CH:6]=[CH:5][CH:4]=1)=O.[Cl-].[Al+3].[Cl-].[Cl-].[Br:12]Br.[CH:14](OC)([O:17][CH3:18])[O:15][CH3:16].[NH4+].[Cl-]. (3) The reactants are: Br[CH2:2][C:3]1[C:11]2[O:10][CH:9]=[CH:8][C:7]=2[CH:6]=[C:5]([N+:12]([O-:14])=[O:13])[CH:4]=1.[CH3:15][CH:16]1[CH2:21][NH:20][CH2:19][CH2:18][NH:17]1. Given the product [CH3:15][CH:16]1[NH:17][CH2:18][CH2:19][N:20]([CH2:2][C:3]2[C:11]3[O:10][CH:9]=[CH:8][C:7]=3[CH:6]=[C:5]([N+:12]([O-:14])=[O:13])[CH:4]=2)[CH2:21]1, predict the reactants needed to synthesize it. (4) Given the product [CH:5]1([C:8]2[C:13](=[O:14])[NH:12][C:11](=[O:16])[NH:10][C:9]=2[C:18]([C:20]2[CH:21]=[C:22]([CH:25]=[C:26]([CH3:28])[CH:27]=2)[C:23]#[N:24])=[O:19])[CH2:7][CH2:6]1, predict the reactants needed to synthesize it. The reactants are: C(Br)(=O)C.[CH:5]1([C:8]2[C:9]([C:18]([C:20]3[CH:21]=[C:22]([CH:25]=[C:26]([CH3:28])[CH:27]=3)[C:23]#[N:24])=[O:19])=[N:10][C:11]([O:16]C)=[N:12][C:13]=2[O:14]C)[CH2:7][CH2:6]1.